Dataset: Full USPTO retrosynthesis dataset with 1.9M reactions from patents (1976-2016). Task: Predict the reactants needed to synthesize the given product. (1) Given the product [CH3:22][C:23]1([CH3:39])[C:27]([CH3:29])([CH3:28])[O:26][B:25]([C:2]2[CH:21]=[CH:20][C:5]([CH2:6][N:7]3[C:15]4[C:10](=[CH:11][CH:12]=[CH:13][C:14]=4[C:16]([O:18][CH3:19])=[O:17])[CH:9]=[CH:8]3)=[CH:4][CH:3]=2)[O:24]1, predict the reactants needed to synthesize it. The reactants are: Br[C:2]1[CH:21]=[CH:20][C:5]([CH2:6][N:7]2[C:15]3[C:10](=[CH:11][CH:12]=[CH:13][C:14]=3[C:16]([O:18][CH3:19])=[O:17])[CH:9]=[CH:8]2)=[CH:4][CH:3]=1.[CH3:22][C:23]1([CH3:39])[C:27]([CH3:29])([CH3:28])[O:26][B:25]([B:25]2[O:26][C:27]([CH3:29])([CH3:28])[C:23]([CH3:39])([CH3:22])[O:24]2)[O:24]1.C([O-])(=O)C.[K+]. (2) The reactants are: [C:1]([O:5][C:6]([NH:8][CH2:9][C:10]1[C:11]([CH2:27][CH:28]([CH3:30])[CH3:29])=[N:12][C:13]([CH3:26])=[C:14]([C:18]=1[C:19]1[CH:24]=[CH:23][C:22]([CH3:25])=[CH:21][CH:20]=1)[C:15]([OH:17])=[O:16])=[O:7])([CH3:4])([CH3:3])[CH3:2].[C:31]([O:37][CH2:38]Cl)(=[O:36])[C:32]([CH3:35])([CH3:34])[CH3:33].C(=O)([O-])[O-].[K+].[K+]. Given the product [C:1]([O:5][C:6]([NH:8][CH2:9][C:10]1[C:11]([CH2:27][CH:28]([CH3:30])[CH3:29])=[N:12][C:13]([CH3:26])=[C:14]([C:18]=1[C:19]1[CH:24]=[CH:23][C:22]([CH3:25])=[CH:21][CH:20]=1)[C:15]([O:17][CH2:38][O:37][C:31](=[O:36])[C:32]([CH3:35])([CH3:34])[CH3:33])=[O:16])=[O:7])([CH3:4])([CH3:3])[CH3:2], predict the reactants needed to synthesize it. (3) Given the product [C:12]([O:16][C:17](=[O:31])[NH:18][C:19]1[S:20][C:21]2[CH:27]=[C:26]([CH:28]([OH:29])[C:6]3[N:2]([CH3:1])[N:3]=[CH:4][CH:5]=3)[CH:25]=[C:24]([Br:30])[C:22]=2[N:23]=1)([CH3:15])([CH3:13])[CH3:14], predict the reactants needed to synthesize it. The reactants are: [CH3:1][N:2]1[CH:6]=[CH:5][CH:4]=[N:3]1.[Li]CCCC.[C:12]([O:16][C:17](=[O:31])[NH:18][C:19]1[S:20][C:21]2[CH:27]=[C:26]([CH:28]=[O:29])[CH:25]=[C:24]([Br:30])[C:22]=2[N:23]=1)([CH3:15])([CH3:14])[CH3:13].[Li].[NH4+].[Cl-]. (4) Given the product [F:75][C:76]([F:85])([F:86])[C:77]1[CH:84]=[CH:83][CH:82]=[CH:81][C:78]=1[CH2:79][O:24][C:17]1[CH:16]=[CH:15][S:19][C:18]=1[C:20]([O-:22])=[O:21].[CH3:4][C:2]([Si:5]([C:26]1[CH:31]=[CH:30][CH:29]=[CH:28][CH:27]=1)([C:32]1[CH:33]=[CH:34][CH:35]=[CH:36][CH:37]=1)[O:6][C:7]1[CH:8]=[CH:9][C:10]2[N:14]=[CH:13][N:12]([C:15]3[S:19][C:18]([C:20]([O:22][CH3:23])=[O:21])=[C:17]([O:80][CH2:79][C:78]4[CH:81]=[CH:82][CH:83]=[CH:84][C:77]=4[C:76]([F:85])([F:86])[F:75])[CH:16]=3)[C:11]=2[CH:25]=1)([CH3:1])[CH3:3], predict the reactants needed to synthesize it. The reactants are: [CH3:1][C:2]([Si:5]([C:32]1[CH:37]=[CH:36][CH:35]=[CH:34][CH:33]=1)([C:26]1[CH:31]=[CH:30][CH:29]=[CH:28][CH:27]=1)[O:6][C:7]1[CH:8]=[CH:9][C:10]2[N:14]=[CH:13][N:12]([C:15]3[S:19][C:18]([C:20]([O:22][CH3:23])=[O:21])=[C:17]([OH:24])[CH:16]=3)[C:11]=2[CH:25]=1)([CH3:4])[CH3:3].CC([Si](C1C=CC=CC=1)(C1C=CC=CC=1)OC1C=CC2N(C3SC(C(OC)=O)=C(O)C=3)C=NC=2C=1)(C)C.[F:75][C:76]([F:86])([F:85])[C:77]1[CH:84]=[CH:83][CH:82]=[CH:81][C:78]=1[CH2:79][OH:80].N(C(OC(C)(C)C)=O)=NC(OC(C)(C)C)=O.